Dataset: Reaction yield outcomes from USPTO patents with 853,638 reactions. Task: Predict the reaction yield, written as a fraction of the theoretical maximum amount of product (1.0 means a 100% yield; for example, 0.34 means a 34% yield). (1) The reactants are [CH2:1]([O:8][C:9]1[CH:14]=[CH:13][C:12]([CH2:15][CH2:16][CH2:17][NH2:18])=[CH:11][C:10]=1[O:19][CH3:20])[C:2]1[CH:7]=[CH:6][CH:5]=[CH:4][CH:3]=1.[CH3:21][O:22][C:23]1[CH:24]=[C:25]([CH2:31][C:32](Cl)=[O:33])[CH:26]=[CH:27][C:28]=1[O:29][CH3:30].C([O-])(O)=O.[Na+]. The catalyst is C1COCC1. The product is [CH2:1]([O:8][C:9]1[CH:14]=[CH:13][C:12]([CH2:15][CH2:16][CH2:17][NH:18][C:32](=[O:33])[CH2:31][C:25]2[CH:26]=[CH:27][C:28]([O:29][CH3:30])=[C:23]([O:22][CH3:21])[CH:24]=2)=[CH:11][C:10]=1[O:19][CH3:20])[C:2]1[CH:7]=[CH:6][CH:5]=[CH:4][CH:3]=1. The yield is 0.650. (2) The reactants are [NH2:1][C:2]1[CH:23]=[CH:22][C:5]([O:6][C:7]2[CH:12]=[CH:11][N:10]=[C:9]([NH2:13])[C:8]=2[C:14]#[C:15][C:16]2[CH:21]=[CH:20][CH:19]=[CH:18][N:17]=2)=[C:4]([F:24])[CH:3]=1.[F:25][C:26]1[CH:31]=[CH:30][C:29]([CH2:32][C:33]([N:35]=[C:36]=[O:37])=[O:34])=[CH:28][CH:27]=1.COC1C=CC(CNC2N=CN=C(OC3C=CC(NC(NC(=O)CC4C=CC(F)=CC=4)=O)=CC=3F)C=2)=CC=1.C(O)(C(F)(F)F)=O.[ClH:83]. No catalyst specified. The product is [ClH:83].[ClH:83].[NH2:13][C:9]1[C:8]([C:14]#[C:15][C:16]2[CH:21]=[CH:20][CH:19]=[CH:18][N:17]=2)=[C:7]([O:6][C:5]2[CH:22]=[CH:23][C:2]([NH:1][C:36]([NH:35][C:33](=[O:34])[CH2:32][C:29]3[CH:30]=[CH:31][C:26]([F:25])=[CH:27][CH:28]=3)=[O:37])=[CH:3][C:4]=2[F:24])[CH:12]=[CH:11][N:10]=1. The yield is 0.400.